Predict which catalyst facilitates the given reaction. From a dataset of Catalyst prediction with 721,799 reactions and 888 catalyst types from USPTO. (1) Product: [NH2:30][C:27]1[CH:26]=[CH:25][C:24]([CH2:23][N:15]([C@H:11]2[CH2:12][CH2:13][CH2:14][C@@H:9]([NH:8][C:5]3[N:4]=[C:3]([C:33]4[C:41]5[C:36](=[CH:37][CH:38]=[CH:39][CH:40]=5)[N:35]([S:42]([C:45]5[CH:46]=[CH:47][CH:48]=[CH:49][CH:50]=5)(=[O:43])=[O:44])[CH:34]=4)[C:2]([Cl:1])=[CH:7][N:6]=3)[CH2:10]2)[C:16](=[O:22])[O:17][C:18]([CH3:19])([CH3:20])[CH3:21])=[CH:29][CH:28]=1. Reactant: [Cl:1][C:2]1[C:3]([C:33]2[C:41]3[C:36](=[CH:37][CH:38]=[CH:39][CH:40]=3)[N:35]([S:42]([C:45]3[CH:50]=[CH:49][CH:48]=[CH:47][CH:46]=3)(=[O:44])=[O:43])[CH:34]=2)=[N:4][C:5]([NH:8][C@@H:9]2[CH2:14][CH2:13][CH2:12][C@H:11]([N:15]([CH2:23][C:24]3[CH:29]=[CH:28][C:27]([N+:30]([O-])=O)=[CH:26][CH:25]=3)[C:16](=[O:22])[O:17][C:18]([CH3:21])([CH3:20])[CH3:19])[CH2:10]2)=[N:6][CH:7]=1.CO.C1COCC1.[BH4-].[Na+]. The catalyst class is: 161. (2) Reactant: [F:1][C:2]1[C:3]([N+:17]([O-:19])=[O:18])=[C:4]([CH:7]=[C:8]([O:15][CH3:16])[C:9]=1[O:10][CH2:11][CH2:12][O:13][CH3:14])[CH:5]=O.[NH2:20]O.Cl.C([O-])=O.[Na+]. Product: [F:1][C:2]1[C:3]([N+:17]([O-:19])=[O:18])=[C:4]([CH:7]=[C:8]([O:15][CH3:16])[C:9]=1[O:10][CH2:11][CH2:12][O:13][CH3:14])[C:5]#[N:20]. The catalyst class is: 106. (3) Reactant: F[C:2]1[CH:7]=[CH:6][C:5]([S:8]([CH3:11])(=[O:10])=[O:9])=[CH:4][CH:3]=1.[CH3:12][C@H:13]1[CH2:18][NH:17][CH2:16][CH2:15][NH:14]1.C(Cl)Cl. Product: [CH3:11][S:8]([C:5]1[CH:6]=[CH:7][C:2]([N:17]2[CH2:16][CH2:15][NH:14][C@@H:13]([CH3:12])[CH2:18]2)=[CH:3][CH:4]=1)(=[O:10])=[O:9]. The catalyst class is: 6. (4) Reactant: [CH3:1][O:2][C:3]1[CH:4]=[CH:5][C:6]2[C:7]3[N:15]=[C:14]([C:16]4[CH:21]=[CH:20][C:19]([O:22][CH3:23])=[CH:18][CH:17]=4)[CH:13]=[C:12]([C:24]([OH:26])=O)[C:8]=3[NH:9][C:10]=2[CH:11]=1.Cl.CN.Cl.[CH3:31][N:32](C)CCCN=C=NCC.O.ON1C2C=CC=CC=2N=N1.C(N(CC)CC)C. Product: [CH3:1][O:2][C:3]1[CH:4]=[CH:5][C:6]2[C:7]3[N:15]=[C:14]([C:16]4[CH:21]=[CH:20][C:19]([O:22][CH3:23])=[CH:18][CH:17]=4)[CH:13]=[C:12]([C:24]([NH:32][CH3:31])=[O:26])[C:8]=3[NH:9][C:10]=2[CH:11]=1. The catalyst class is: 5. (5) Reactant: [NH2:1][C:2]1[C:3]([CH3:21])=[C:4]2[C:8](=[CH:9][C:10]=1[N+:11]([O-])=O)[C:7](=[O:14])[N:6]([CH2:15][CH2:16][N:17]([CH3:19])[CH3:18])[C:5]2=[O:20].CO.[H][H]. Product: [NH2:1][C:2]1[C:3]([CH3:21])=[C:4]2[C:8](=[CH:9][C:10]=1[NH2:11])[C:7](=[O:14])[N:6]([CH2:15][CH2:16][N:17]([CH3:18])[CH3:19])[C:5]2=[O:20]. The catalyst class is: 331. (6) Reactant: [CH:1]1([C:8]2[CH:17]=[CH:16][C:11]3[NH:12][C:13](=[O:15])[O:14][C:10]=3[CH:9]=2)[CH2:6][CH2:5][C:4](=O)[CH2:3][CH2:2]1.[CH3:18][NH2:19].[BH4-].[Na+].CO. Product: [CH3:18][NH:19][C@H:4]1[CH2:5][CH2:6][C@H:1]([C:8]2[CH:17]=[CH:16][C:11]3[NH:12][C:13](=[O:15])[O:14][C:10]=3[CH:9]=2)[CH2:2][CH2:3]1. The catalyst class is: 1. (7) Reactant: [N+:1]([C:4]1[CH:17]=[CH:16][C:7]([O:8][CH2:9][CH2:10][N:11]2[CH:15]=[CH:14][N:13]=[CH:12]2)=[CH:6][CH:5]=1)([O-])=O.[Cl-].[Ca+2].[Cl-]. Product: [N:11]1([CH2:10][CH2:9][O:8][C:7]2[CH:16]=[CH:17][C:4]([NH2:1])=[CH:5][CH:6]=2)[CH:15]=[CH:14][N:13]=[CH:12]1. The catalyst class is: 8. (8) Reactant: [C:1]([O:4][CH2:5][C:6]([CH3:46])([CH3:45])[CH2:7][N:8]1[C:14]2[CH:15]=[CH:16][C:17]([Cl:19])=[CH:18][C:13]=2[C@@H:12]([C:20]2[CH:25]=[CH:24][CH:23]=[C:22]([O:26][CH3:27])[C:21]=2[O:28][CH3:29])[O:11][C@H:10]([CH2:30][C:31]([NH:33][NH:34][C:35](=O)[CH2:36][CH2:37][C:38]([O:40][CH2:41][CH3:42])=[O:39])=O)[C:9]1=[O:44])(=[O:3])[CH3:2].COC1C=CC(P2(SP(C3C=CC(OC)=CC=3)(=S)S2)=[S:56])=CC=1.O. Product: [C:1]([O:4][CH2:5][C:6]([CH3:46])([CH3:45])[CH2:7][N:8]1[C:14]2[CH:15]=[CH:16][C:17]([Cl:19])=[CH:18][C:13]=2[C@@H:12]([C:20]2[CH:25]=[CH:24][CH:23]=[C:22]([O:26][CH3:27])[C:21]=2[O:28][CH3:29])[O:11][C@H:10]([CH2:30][C:31]2[S:56][C:35]([CH2:36][CH2:37][C:38]([O:40][CH2:41][CH3:42])=[O:39])=[N:34][N:33]=2)[C:9]1=[O:44])(=[O:3])[CH3:2]. The catalyst class is: 1. (9) Reactant: P(Cl)(Cl)Cl.[Cl:5][C:6]1[CH:14]=[C:10]([C:11]([OH:13])=O)[C:9]([OH:15])=[CH:8][CH:7]=1.[F:16][C:17]([F:30])([F:29])[C:18]1[CH:24]=[C:23]([C:25]([F:28])([F:27])[F:26])[CH:22]=[CH:21][C:19]=1[NH2:20].C1(C)C=CC=CC=1. Product: [F:16][C:17]([F:29])([F:30])[C:18]1[CH:24]=[C:23]([C:25]([F:27])([F:28])[F:26])[CH:22]=[CH:21][C:19]=1[NH:20][C:11](=[O:13])[C:10]1[CH:14]=[C:6]([Cl:5])[CH:7]=[CH:8][C:9]=1[OH:15]. The catalyst class is: 6. (10) Reactant: Br[C:2]1[CH:3]=[CH:4][C:5]([N:12]2[C:16]([NH:17][S:18]([C:21]3[CH:26]=[CH:25][C:24]([C:27]([CH3:30])([CH3:29])[CH3:28])=[C:23]([F:31])[CH:22]=3)(=[O:20])=[O:19])=[CH:15][C:14]([CH3:32])=[N:13]2)=[C:6]2[C:11]=1[N:10]=[CH:9][CH:8]=[CH:7]2.CC(=O)CC(=O)C.C(=O)([O-])[O-].[Cs+].[Cs+].C(OCC)(=O)C.[OH-].[NH4+:53]. Product: [NH2:53][C:2]1[CH:3]=[CH:4][C:5]([N:12]2[C:16]([NH:17][S:18]([C:21]3[CH:26]=[CH:25][C:24]([C:27]([CH3:30])([CH3:29])[CH3:28])=[C:23]([F:31])[CH:22]=3)(=[O:20])=[O:19])=[CH:15][C:14]([CH3:32])=[N:13]2)=[C:6]2[C:11]=1[N:10]=[CH:9][CH:8]=[CH:7]2. The catalyst class is: 122.